This data is from Forward reaction prediction with 1.9M reactions from USPTO patents (1976-2016). The task is: Predict the product of the given reaction. (1) Given the reactants [CH3:1]C(C)([O-])C.[Na+].Cl[C:8]1[C:17]2[C:12](=[CH:13][CH:14]=[C:15](OC(F)(F)F)[CH:16]=2)[N:11]=[C:10]([N:23]2[CH2:29][C:28]3[CH:30]=[CH:31][CH:32]=[CH:33][C:27]=3[S:26](=[O:35])(=[O:34])[CH2:25][CH2:24]2)[CH:9]=1.[CH3:36][S:37][CH2:38][CH2:39][NH2:40], predict the reaction product. The product is: [O:34]=[S:26]1(=[O:35])[C:27]2[CH:33]=[CH:32][CH:31]=[CH:30][C:28]=2[CH2:29][N:23]([C:10]2[CH:9]=[C:8]([NH:40][CH2:39][CH2:38][S:37][CH3:36])[C:17]3[C:12](=[CH:13][CH:14]=[C:15]([CH3:1])[CH:16]=3)[N:11]=2)[CH2:24][CH2:25]1. (2) Given the reactants COC[C@@H]1[C@H](C=O)[C@]1(C)C1C=C(C(C)C)C=C(C(C)C)C=1.CC12C(C)(C)[C:26]([C:32]([O:34][CH2:35][C@H:36]3[C@H:38]([CH2:39][O:40]CC)[C@@:37]3([CH3:55])[C:43]3[CH:48]=[C:47]([CH:49]([CH3:51])[CH3:50])[CH:46]=[C:45]([CH:52]([CH3:54])[CH3:53])[CH:44]=3)=O)(CC1)OC2=O, predict the reaction product. The product is: [CH2:32]([O:34][CH2:35][C@H:36]1[C@H:38]([CH:39]=[O:40])[C@:37]1([CH3:55])[C:43]1[CH:44]=[C:45]([CH:52]([CH3:53])[CH3:54])[CH:46]=[C:47]([CH:49]([CH3:51])[CH3:50])[CH:48]=1)[CH3:26]. (3) Given the reactants [CH3:1][O:2][C:3]1[CH:8]=[CH:7][C:6]([C:9]([C:27]2[CH:32]=[CH:31][C:30]([O:33][CH3:34])=[CH:29][CH:28]=2)([C:21]2[CH:26]=[CH:25][CH:24]=[CH:23][CH:22]=2)[O:10][CH2:11][C:12]2[CH:13]=[C:14]([CH2:19][OH:20])[CH:15]=[C:16](Br)[CH:17]=2)=[CH:5][CH:4]=1.[CH2:35]([O:42][C:43]1[CH:44]=[C:45](B(O)O)[CH:46]=[CH:47][CH:48]=1)[C:36]1[CH:41]=[CH:40][CH:39]=[CH:38][CH:37]=1.C([O-])([O-])=O.[Na+].[Na+], predict the reaction product. The product is: [CH2:35]([O:42][C:43]1[CH:48]=[C:47]([C:16]2[CH:17]=[C:12]([CH2:11][O:10][C:9]([C:27]3[CH:28]=[CH:29][C:30]([O:33][CH3:34])=[CH:31][CH:32]=3)([C:6]3[CH:7]=[CH:8][C:3]([O:2][CH3:1])=[CH:4][CH:5]=3)[C:21]3[CH:26]=[CH:25][CH:24]=[CH:23][CH:22]=3)[CH:13]=[C:14]([CH2:19][OH:20])[CH:15]=2)[CH:46]=[CH:45][CH:44]=1)[C:36]1[CH:41]=[CH:40][CH:39]=[CH:38][CH:37]=1. (4) Given the reactants [C:1]([O:5][C:6]([N:8]1[CH2:13][CH2:12][CH:11]([C:14]2[CH:15]=[C:16]3[C:20](=[CH:21][CH:22]=2)[N:19]([C:23]([O:25][C:26]([CH3:29])([CH3:28])[CH3:27])=[O:24])[N:18]=[C:17]3I)[CH2:10][CH2:9]1)=[O:7])([CH3:4])([CH3:3])[CH3:2].[CH3:31][Si:32]([C:35]#[CH:36])([CH3:34])[CH3:33], predict the reaction product. The product is: [C:1]([O:5][C:6]([N:8]1[CH2:13][CH2:12][CH:11]([C:14]2[CH:15]=[C:16]3[C:20](=[CH:21][CH:22]=2)[N:19]([C:23]([O:25][C:26]([CH3:29])([CH3:28])[CH3:27])=[O:24])[N:18]=[C:17]3[C:36]#[C:35][Si:32]([CH3:34])([CH3:33])[CH3:31])[CH2:10][CH2:9]1)=[O:7])([CH3:4])([CH3:3])[CH3:2]. (5) Given the reactants [CH2:1]([C:3]1[CH:8]=[CH:7][C:6]([C:9]([N:11]2[CH2:30][CH2:29][C:14]3([C:19]4=[CH:20][CH:21]=[CH:22][N:18]4[C:17]4[CH:23]=[CH:24][C:25]([CH2:27][OH:28])=[CH:26][C:16]=4[O:15]3)[CH2:13][CH2:12]2)=[O:10])=[CH:5][C:4]=1[O:31][CH3:32])[CH3:2], predict the reaction product. The product is: [CH2:1]([C:3]1[CH:8]=[CH:7][C:6]([C:9]([N:11]2[CH2:12][CH2:13][C:14]3([O:15][C:16]4[CH:26]=[C:25]([CH:27]=[O:28])[CH:24]=[CH:23][C:17]=4[N:18]4[CH:22]=[CH:21][CH:20]=[C:19]34)[CH2:29][CH2:30]2)=[O:10])=[CH:5][C:4]=1[O:31][CH3:32])[CH3:2]. (6) The product is: [CH3:17][N:18]([CH3:19])[C:2]1[C:3]2[N:4]([N:9]=[C:10]([C:12]([O:14][CH2:15][CH3:16])=[O:13])[CH:11]=2)[CH:5]=[C:6]([CH3:8])[N:7]=1. Given the reactants Cl[C:2]1[C:3]2[N:4]([N:9]=[C:10]([C:12]([O:14][CH2:15][CH3:16])=[O:13])[CH:11]=2)[CH:5]=[C:6]([CH3:8])[N:7]=1.[CH3:17][NH:18][CH3:19].CCN(CC)CC, predict the reaction product. (7) The product is: [CH:14]1([C:12]2[N:13]=[C:8]([C:5]3[CH:4]=[C:3]([O:30][CH:31]([F:33])[F:32])[C:2]([NH2:1])=[N:7][CH:6]=3)[CH:9]=[C:10]([CH:17]3[CH2:22][CH2:21][NH:20][CH2:19][CH2:18]3)[N:11]=2)[CH2:15][CH2:16]1. Given the reactants [NH2:1][C:2]1[N:7]=[CH:6][C:5]([C:8]2[N:13]=[C:12]([CH:14]3[CH2:16][CH2:15]3)[N:11]=[C:10]([CH:17]3[CH2:22][CH2:21][N:20](C(OC(C)(C)C)=O)[CH2:19][CH2:18]3)[CH:9]=2)=[CH:4][C:3]=1[O:30][CH:31]([F:33])[F:32].Cl, predict the reaction product.